Predict the reactants needed to synthesize the given product. From a dataset of Full USPTO retrosynthesis dataset with 1.9M reactions from patents (1976-2016). (1) Given the product [N:33]([CH2:11][CH2:12][O:13][CH2:14][CH2:15][O:16][CH2:17][CH2:18][O:19][CH2:20][CH2:21][O:22][C:23]12[CH2:32][CH:27]3[CH2:28][CH:29]([CH2:31][CH:25]([CH2:26]3)[CH2:24]1)[CH2:30]2)=[N+:34]=[N-:35], predict the reactants needed to synthesize it. The reactants are: CN(C=O)C.CS(O[CH2:11][CH2:12][O:13][CH2:14][CH2:15][O:16][CH2:17][CH2:18][O:19][CH2:20][CH2:21][O:22][C:23]12[CH2:32][CH:27]3[CH2:28][CH:29]([CH2:31][CH:25]([CH2:26]3)[CH2:24]1)[CH2:30]2)(=O)=O.[N-:33]=[N+:34]=[N-:35].[Na+].C(Cl)Cl. (2) The reactants are: [CH2:1]([N:8]1[C:17]2[C:12](=[CH:13][CH:14]=[CH:15][CH:16]=2)[C:11](=[O:18])[C:10]([C:19](O)=[O:20])=[CH:9]1)[C:2]1[CH:7]=[CH:6][CH:5]=[CH:4][CH:3]=1.C(N(CC)C(C)C)(C)C.CN(C(ON1N=NC2C=CC=NC1=2)=[N+](C)C)C.F[P-](F)(F)(F)(F)F.[NH2:55][C:56]1[C:57]([C:67]([CH3:70])([CH3:69])[CH3:68])=[CH:58][C:59]([C:63]([CH3:66])([CH3:65])[CH3:64])=[C:60]([OH:62])[CH:61]=1.C(=O)([O-])[O-].[Na+].[Na+]. Given the product [C:67]([C:57]1[CH:58]=[C:59]([C:63]([CH3:64])([CH3:66])[CH3:65])[C:60]([OH:62])=[CH:61][C:56]=1[NH:55][C:19]([C:10]1[C:11](=[O:18])[C:12]2[C:17](=[CH:16][CH:15]=[CH:14][CH:13]=2)[N:8]([CH2:1][C:2]2[CH:7]=[CH:6][CH:5]=[CH:4][CH:3]=2)[CH:9]=1)=[O:20])([CH3:70])([CH3:69])[CH3:68], predict the reactants needed to synthesize it. (3) Given the product [F:1][C:2]1[CH:7]=[CH:6][C:5]([O:8][C:9]2[CH:14]=[CH:13][CH:12]=[CH:11][C:10]=2[NH2:15])=[C:4]([O:18][CH3:19])[CH:3]=1, predict the reactants needed to synthesize it. The reactants are: [F:1][C:2]1[CH:7]=[CH:6][C:5]([O:8][C:9]2[CH:14]=[CH:13][CH:12]=[CH:11][C:10]=2[N+:15]([O-])=O)=[C:4]([O:18][CH3:19])[CH:3]=1.[Cl-].[NH4+]. (4) Given the product [CH2:40]([NH:47][C:48](=[O:49])[N:22]([CH2:21][C:18]1[CH:19]=[CH:20][C:15]([CH2:14][NH:13][CH2:33][C:34]2[CH:39]=[CH:38][CH:37]=[CH:36][N:35]=2)=[CH:16][CH:17]=1)[CH:23]1[C:32]2[N:31]=[CH:30][CH:29]=[CH:28][C:27]=2[CH2:26][CH2:25][CH2:24]1)[C:41]1[CH:46]=[CH:45][CH:44]=[CH:43][CH:42]=1, predict the reactants needed to synthesize it. The reactants are: [N+](C1C=CC=CC=1S([N:13]([CH2:33][C:34]1[CH:39]=[CH:38][CH:37]=[CH:36][N:35]=1)[CH2:14][C:15]1[CH:20]=[CH:19][C:18]([CH2:21][NH:22][CH:23]2[C:32]3[N:31]=[CH:30][CH:29]=[CH:28][C:27]=3[CH2:26][CH2:25][CH2:24]2)=[CH:17][CH:16]=1)(=O)=O)([O-])=O.[CH2:40]([N:47]=[C:48]=[O:49])[C:41]1[CH:46]=[CH:45][CH:44]=[CH:43][CH:42]=1. (5) Given the product [CH3:29][O:30][CH2:31][C:32]([N:13]1[CH:12]([C:22]2[CH:23]=[CH:24][CH:25]=[CH:26][CH:27]=2)[CH2:11][N:10]2[CH:28]=[C:7]([C:1]3[CH:2]=[CH:3][CH:4]=[CH:5][CH:6]=3)[N:8]=[C:9]2[C@@H:14]1[CH2:15][C:16]1[CH:21]=[CH:20][CH:19]=[CH:18][CH:17]=1)=[O:33], predict the reactants needed to synthesize it. The reactants are: [C:1]1([C:7]2[N:8]=[C:9]3[C@H:14]([CH2:15][C:16]4[CH:21]=[CH:20][CH:19]=[CH:18][CH:17]=4)[NH:13][CH:12]([C:22]4[CH:27]=[CH:26][CH:25]=[CH:24][CH:23]=4)[CH2:11][N:10]3[CH:28]=2)[CH:6]=[CH:5][CH:4]=[CH:3][CH:2]=1.[CH3:29][O:30][CH2:31][C:32](Cl)=[O:33]. (6) Given the product [S:10]1[CH:11]=[CH:12][CH:13]=[C:9]1[C:2]([N:14]1[CH2:19][CH2:18][S:17][CH2:16][CH2:15]1)([CH3:8])[C:3]([O:5][CH2:6][CH3:7])=[O:4], predict the reactants needed to synthesize it. The reactants are: Cl[C:2]([C:9]1[S:10][CH:11]=[CH:12][CH:13]=1)([CH3:8])[C:3]([O:5][CH2:6][CH3:7])=[O:4].[NH:14]1[CH2:19][CH2:18][S:17][CH2:16][CH2:15]1. (7) Given the product [F:18][C:2]([F:1])([C:8]1[CH:13]=[CH:12][C:11]([C:14]([F:15])([F:16])[F:17])=[CH:10][N:9]=1)[CH2:3][OH:4], predict the reactants needed to synthesize it. The reactants are: [F:1][C:2]([F:18])([C:8]1[CH:13]=[CH:12][C:11]([C:14]([F:17])([F:16])[F:15])=[CH:10][N:9]=1)[C:3](OCC)=[O:4].[BH4-].[Na+]. (8) Given the product [Br:1][C:2]1[C:7]([O:8][CH3:12])=[CH:6][CH:5]=[CH:4][N:3]=1, predict the reactants needed to synthesize it. The reactants are: [Br:1][C:2]1[C:7]([OH:8])=[CH:6][CH:5]=[CH:4][N:3]=1.[H-].[Na+].I[CH3:12].O. (9) Given the product [Cl:1][C:2]1[N:3]=[C:4]([C:15]2[CH:16]=[CH:17][CH:18]=[CH:19][CH:20]=2)[N:5]([CH2:9][CH2:10][CH2:11][CH2:12][O:13][CH3:14])[C:6]=1[C:7]([OH:22])=[O:8], predict the reactants needed to synthesize it. The reactants are: [Cl:1][C:2]1[N:3]=[C:4]([C:15]2[CH:20]=[CH:19][CH:18]=[CH:17][CH:16]=2)[N:5]([CH2:9][CH2:10][CH2:11][CH2:12][O:13][CH3:14])[C:6]=1[CH:7]=[O:8].Cl([O-])=[O:22].[Na+].P([O-])(O)(O)=O.[Na+].Cl.